Dataset: Full USPTO retrosynthesis dataset with 1.9M reactions from patents (1976-2016). Task: Predict the reactants needed to synthesize the given product. The reactants are: [C:1]([O:5][C:6]([N:8]1[CH2:11][CH:10]([O:12]S(C)(=O)=O)[CH2:9]1)=[O:7])([CH3:4])([CH3:3])[CH3:2].[CH:17]1([CH2:20][O:21][C:22]2[CH:27]=[CH:26][C:25](O)=[CH:24][CH:23]=2)[CH2:19][CH2:18]1.C([O-])([O-])=O.[Cs+].[Cs+].O. Given the product [C:1]([O:5][C:6]([N:8]1[CH2:11][CH:10]([O:12][C:25]2[CH:26]=[CH:27][C:22]([O:21][CH2:20][CH:17]3[CH2:18][CH2:19]3)=[CH:23][CH:24]=2)[CH2:9]1)=[O:7])([CH3:4])([CH3:3])[CH3:2], predict the reactants needed to synthesize it.